This data is from Catalyst prediction with 721,799 reactions and 888 catalyst types from USPTO. The task is: Predict which catalyst facilitates the given reaction. Reactant: [C:1]([N:20]1[C:24]([CH2:25][C:26]([O:28]CC)=[O:27])=[N:23][N:22]=[N:21]1)([C:14]1[CH:19]=[CH:18][CH:17]=[CH:16][CH:15]=1)([C:8]1[CH:13]=[CH:12][CH:11]=[CH:10][CH:9]=1)[C:2]1[CH:7]=[CH:6][CH:5]=[CH:4][CH:3]=1.O1CCCC1.[OH-].[Na+].Cl. Product: [C:1]([N:20]1[C:24]([CH2:25][C:26]([OH:28])=[O:27])=[N:23][N:22]=[N:21]1)([C:14]1[CH:19]=[CH:18][CH:17]=[CH:16][CH:15]=1)([C:2]1[CH:7]=[CH:6][CH:5]=[CH:4][CH:3]=1)[C:8]1[CH:13]=[CH:12][CH:11]=[CH:10][CH:9]=1. The catalyst class is: 162.